This data is from CYP2D6 inhibition data for predicting drug metabolism from PubChem BioAssay. The task is: Regression/Classification. Given a drug SMILES string, predict its absorption, distribution, metabolism, or excretion properties. Task type varies by dataset: regression for continuous measurements (e.g., permeability, clearance, half-life) or binary classification for categorical outcomes (e.g., BBB penetration, CYP inhibition). Dataset: cyp2d6_veith. (1) The compound is COc1ccc(C(CNC(=O)c2cc(=O)[nH]c3ccccc23)N2CCCC2)cc1. The result is 1 (inhibitor). (2) The compound is CCC1=NN(C(=O)CCc2ccccc2)C(O)(C(F)(F)F)C1. The result is 0 (non-inhibitor). (3) The compound is N#Cc1ccc(C2=NC(C(F)(F)F)(C(F)(F)F)c3c(n(Cc4ccco4)c(=O)[nH]c3=O)N2)cc1. The result is 0 (non-inhibitor). (4) The molecule is CN(C)CCCO[C@H]1[C@H]([C@H](O)CO)O[C@H]2OC(C)(C)O[C@@H]21. The result is 0 (non-inhibitor). (5) The compound is Cc1[nH]c2ccccc2c1C(=O)/C=C/c1ccccc1. The result is 1 (inhibitor). (6) The drug is Cc1nnc(SCc2ccc(F)cc2Cl)s1. The result is 0 (non-inhibitor). (7) The drug is CC(=O)N1N=C(c2cccc([N+](=O)[O-])c2)OC1c1ccccc1Cl. The result is 0 (non-inhibitor). (8) The molecule is CCCCCCCC/C=C\CCCCCCCC(N)=O. The result is 0 (non-inhibitor). (9) The compound is CN1CCC[C@@H]1c1cccnc1.O=C(O)[C@@H](O)[C@@H](O)C(=O)O.O=C(O)[C@@H](O)[C@@H](O)C(=O)O. The result is 0 (non-inhibitor).